From a dataset of Forward reaction prediction with 1.9M reactions from USPTO patents (1976-2016). Predict the product of the given reaction. (1) Given the reactants Br[C:2]1[S:6][CH:5]=[C:4]([C:7]([N:9]2[CH2:14][CH2:13][N:12]([C:15]3[C:20]([CH3:21])=[CH:19][C:18]([CH3:22])=[CH:17][N:16]=3)[CH2:11][CH2:10]2)=[O:8])[CH:3]=1.[S:23]1(=[O:29])(=[O:28])[CH2:27][CH2:26][CH2:25][NH:24]1, predict the reaction product. The product is: [CH3:21][C:20]1[C:15]([N:12]2[CH2:13][CH2:14][N:9]([C:7]([C:4]3[CH:3]=[C:2]([N:24]4[CH2:25][CH2:26][CH2:27][S:23]4(=[O:29])=[O:28])[S:6][CH:5]=3)=[O:8])[CH2:10][CH2:11]2)=[N:16][CH:17]=[C:18]([CH3:22])[CH:19]=1. (2) The product is: [NH2:28][C:24]1[O:25][CH2:26][CH2:27][C@:22]2([C:9]3[CH:8]=[C:7]([C:4]4[CH2:3][CH2:2][O:1][CH2:6][CH:5]=4)[N:12]=[C:11]([O:13][CH3:14])[C:10]=3[O:15][C:16]3[C:21]2=[CH:20][C:19]([NH:29][C:37](=[O:38])[C:34]2[CH:33]=[CH:32][C:31]([Cl:30])=[CH:36][N:35]=2)=[CH:18][CH:17]=3)[N:23]=1. Given the reactants [O:1]1[CH2:6][CH:5]=[C:4]([C:7]2[N:12]=[C:11]([O:13][CH3:14])[C:10]3[O:15][C:16]4[C:21]([C@@:22]5([CH2:27][CH2:26][O:25][C:24]([NH2:28])=[N:23]5)[C:9]=3[CH:8]=2)=[CH:20][C:19]([NH2:29])=[CH:18][CH:17]=4)[CH2:3][CH2:2]1.[Cl:30][C:31]1[CH:32]=[CH:33][C:34]([C:37](O)=[O:38])=[N:35][CH:36]=1.[Cl-].COC1N=C(OC)N=C([N+]2(C)CCOCC2)N=1, predict the reaction product. (3) Given the reactants [C-:1]#[N:2].[Na+].C([O:6][C:7](=[O:13])[CH2:8][C@H:9]([OH:12])[CH2:10]Cl)C.[C-]#N, predict the reaction product. The product is: [C:1]([CH2:10][C@@H:9]([OH:12])[CH2:8][C:7]([OH:6])=[O:13])#[N:2]. (4) Given the reactants [C:1]([O:5][C:6]([N:8]1[CH2:13][CH2:12][N:11]([CH2:14][CH:15]2[CH2:19][CH2:18][N:17](CC3C=CC=CC=3)[CH2:16]2)[CH2:10][CH2:9]1)=[O:7])([CH3:4])([CH3:3])[CH3:2].[H][H], predict the reaction product. The product is: [C:1]([O:5][C:6]([N:8]1[CH2:9][CH2:10][N:11]([CH2:14][CH:15]2[CH2:19][CH2:18][NH:17][CH2:16]2)[CH2:12][CH2:13]1)=[O:7])([CH3:4])([CH3:2])[CH3:3]. (5) The product is: [CH3:20][C:11]1[CH:12]=[C:13]([C:2]2[CH:10]=[CH:9][C:5]([CH2:6][CH2:7][NH2:8])=[CH:4][CH:3]=2)[CH:14]=[CH:15][CH:16]=1. Given the reactants Br[C:2]1[CH:10]=[CH:9][C:5]([CH2:6][CH2:7][NH2:8])=[CH:4][CH:3]=1.[C:11]1([CH3:20])[CH:16]=[CH:15][CH:14]=[C:13](B(O)O)[CH:12]=1.C(=O)([O-])[O-].[Na+].[Na+], predict the reaction product. (6) Given the reactants [OH-].[Na+].[OH:3][C:4]1[C:5]([C:21]([O:23]C)=[O:22])=[N:6][C:7]([N:14]([CH3:20])[S:15]([CH2:18][CH3:19])(=[O:17])=[O:16])=[C:8]2[C:13]=1[N:12]=[CH:11][CH:10]=[CH:9]2.Cl, predict the reaction product. The product is: [OH:3][C:4]1[C:5]([C:21]([OH:23])=[O:22])=[N:6][C:7]([N:14]([CH3:20])[S:15]([CH2:18][CH3:19])(=[O:17])=[O:16])=[C:8]2[C:13]=1[N:12]=[CH:11][CH:10]=[CH:9]2. (7) Given the reactants [N+:1]([C:4]1[CH:5]=[C:6]([CH:10]=[CH:11][C:12]=1[CH3:13])[C:7]([NH2:9])=[O:8])([O-])=O.[CH3:14][O:15][CH:16]([O:20][CH3:21])N(C)C, predict the reaction product. The product is: [NH2:1][C:4]1[CH:5]=[C:6]([CH:10]=[CH:11][C:12]=1[CH2:13][CH:16]([O:20][CH3:21])[O:15][CH3:14])[C:7]([NH2:9])=[O:8].